From a dataset of Reaction yield outcomes from USPTO patents with 853,638 reactions. Predict the reaction yield, written as a fraction of the theoretical maximum amount of product (1.0 means a 100% yield; for example, 0.34 means a 34% yield). (1) The yield is 0.510. The catalyst is CN(C=O)C. The product is [OH:24][C:23]1[C:22]([CH3:25])=[CH:21][C:18]([C:19]2[NH:6][C:4](=[O:5])[C:3]3[C:2](=[CH:10][C:9]([O:11][CH3:12])=[CH:8][C:7]=3[O:13][CH3:14])[N:1]=2)=[CH:17][C:16]=1[CH3:15]. The reactants are [NH2:1][C:2]1[CH:10]=[C:9]([O:11][CH3:12])[CH:8]=[C:7]([O:13][CH3:14])[C:3]=1[C:4]([NH2:6])=[O:5].[CH3:15][C:16]1[CH:17]=[C:18]([CH:21]=[C:22]([CH3:25])[C:23]=1[OH:24])[CH:19]=O.C([O-])([O-])=O.[K+].[K+].II. (2) The reactants are [Cl:1][C:2]1[N:7]=[C:6]([CH2:8][C:9]([C:11]2[C:12]([F:29])=[C:13]([NH:17][S:18]([C:21]3[C:26]([F:27])=[CH:25][CH:24]=[CH:23][C:22]=3[F:28])(=[O:20])=[O:19])[CH:14]=[CH:15][CH:16]=2)=O)[CH:5]=[CH:4][N:3]=1.[CH:30]1([C:36](=[S:38])[NH2:37])[CH2:35][CH2:34][CH2:33][CH2:32][CH2:31]1. No catalyst specified. The product is [Cl:1][C:2]1[N:7]=[C:6]([C:8]2[S:38][C:36]([CH:30]3[CH2:35][CH2:34][CH2:33][CH2:32][CH2:31]3)=[N:37][C:9]=2[C:11]2[C:12]([F:29])=[C:13]([NH:17][S:18]([C:21]3[C:26]([F:27])=[CH:25][CH:24]=[CH:23][C:22]=3[F:28])(=[O:20])=[O:19])[CH:14]=[CH:15][CH:16]=2)[CH:5]=[CH:4][N:3]=1. The yield is 0.660. (3) The product is [CH3:35][O:34][C:23]1[CH:22]=[C:21]([C:19]([N:10]2[C:11]3[CH:18]=[CH:17][CH:16]=[CH:15][C:12]=3[CH2:13][N:14]3[C:5]([C:3]([NH:42][CH2:41][C:40]4[CH:43]=[CH:44][CH:45]=[CH:46][C:39]=4[CH3:38])=[O:4])=[CH:6][CH:7]=[C:8]3[CH2:9]2)=[O:20])[CH:26]=[CH:25][C:24]=1[C:27]1[CH:32]=[CH:31][CH:30]=[CH:29][C:28]=1[CH3:33]. No catalyst specified. The yield is 0.680. The reactants are ClC(Cl)(Cl)[C:3]([C:5]1[N:14]2[C:8]([CH2:9][N:10]([C:19]([C:21]3[CH:26]=[CH:25][C:24]([C:27]4[CH:32]=[CH:31][CH:30]=[CH:29][C:28]=4[CH3:33])=[C:23]([O:34][CH3:35])[CH:22]=3)=[O:20])[C:11]3[CH:18]=[CH:17][CH:16]=[CH:15][C:12]=3[CH2:13]2)=[CH:7][CH:6]=1)=[O:4].[CH3:38][C:39]1[CH:46]=[CH:45][CH:44]=[CH:43][C:40]=1[CH2:41][NH2:42].